This data is from Full USPTO retrosynthesis dataset with 1.9M reactions from patents (1976-2016). The task is: Predict the reactants needed to synthesize the given product. Given the product [C:1]([O:5][C:6]([N:8]1[CH2:9][CH2:10][CH:11]([N:14]2[C:18]3=[N:19][CH:20]=[N:21][C:22]([O:33][C:28]4[CH:27]=[CH:26][C:25]([Cl:24])=[CH:32][C:29]=4[C:30]#[N:31])=[C:17]3[CH:16]=[N:15]2)[CH2:12][CH2:13]1)=[O:7])([CH3:4])([CH3:2])[CH3:3], predict the reactants needed to synthesize it. The reactants are: [C:1]([O:5][C:6]([N:8]1[CH2:13][CH2:12][CH:11]([N:14]2[C:18]3=[N:19][CH:20]=[N:21][C:22](Cl)=[C:17]3[CH:16]=[N:15]2)[CH2:10][CH2:9]1)=[O:7])([CH3:4])([CH3:3])[CH3:2].[Cl:24][C:25]1[CH:26]=[CH:27][C:28]([OH:33])=[C:29]([CH:32]=1)[C:30]#[N:31].C(=O)([O-])[O-].[K+].[K+].C(=O)([O-])[O-].[Na+].[Na+].